This data is from Forward reaction prediction with 1.9M reactions from USPTO patents (1976-2016). The task is: Predict the product of the given reaction. (1) Given the reactants C([O-])(O)=O.[Na+].[NH2:6][C@H:7]([CH2:12][C:13]1[CH:18]=[CH:17][CH:16]=[CH:15][CH:14]=1)[C:8]([O:10][CH3:11])=[O:9].[CH3:19][C:20]([O:23][C:24](O[C:24]([O:23][C:20]([CH3:22])([CH3:21])[CH3:19])=[O:25])=[O:25])([CH3:22])[CH3:21], predict the reaction product. The product is: [C:20]([O:23][C:24]([NH:6][C@H:7]([CH2:12][C:13]1[CH:18]=[CH:17][CH:16]=[CH:15][CH:14]=1)[C:8]([O:10][CH3:11])=[O:9])=[O:25])([CH3:22])([CH3:21])[CH3:19]. (2) The product is: [Br:48][CH:49]([N+:50]([O-:52])=[O:51])[CH:22]([C:23]1[CH:24]=[CH:25][C:26]([F:29])=[CH:27][CH:28]=1)[CH:21]([C:30]1[N:34]([CH3:35])[N:33]=[CH:32][N:31]=1)[C:20]([C:10]1[C:9]([NH:8][C:6]([O:5][C:1]([CH3:3])([CH3:4])[CH3:2])=[O:7])=[CH:18][C:17]([F:19])=[CH:16][C:11]=1[C:12]([O:14][CH3:15])=[O:13])=[O:36]. Given the reactants [C:1]([O:5][C:6]([NH:8][C:9]1[C:10]([C:20](=[O:36])/[C:21](/[C:30]2[N:34]([CH3:35])[N:33]=[CH:32][N:31]=2)=[CH:22]/[C:23]2[CH:28]=[CH:27][C:26]([F:29])=[CH:25][CH:24]=2)=[C:11]([CH:16]=[C:17]([F:19])[CH:18]=1)[C:12]([O:14][CH3:15])=[O:13])=[O:7])([CH3:4])([CH3:3])[CH3:2].C1CCN2C(=NCCC2)CC1.[Br:48][CH2:49][N+:50]([O-:52])=[O:51].O, predict the reaction product. (3) Given the reactants [OH:1][C@@H:2]1[C@H:6]2[N:7](C(OCC3C=CC=CC=3)=O)[CH2:8][C@@H:9]([CH2:10][CH3:11])[C@H:5]2[O:4][CH2:3]1.[H][H], predict the reaction product. The product is: [CH2:10]([C@@H:9]1[CH2:8][NH:7][C@@H:6]2[C@@H:2]([OH:1])[CH2:3][O:4][C@H:5]12)[CH3:11]. (4) The product is: [CH3:31][N:30]([S:27]([N:6]([CH2:5][C:4]([OH:33])=[O:3])[CH2:7][C:8]1[CH:13]=[CH:12][C:11]([O:14][CH2:15][C:16]2[N:17]=[C:18]([C:22]3[S:23][CH:24]=[CH:25][CH:26]=3)[O:19][C:20]=2[CH3:21])=[CH:10][CH:9]=1)(=[O:29])=[O:28])[CH3:32]. Given the reactants C([O:3][C:4](=[O:33])[CH2:5][N:6]([S:27]([N:30]([CH3:32])[CH3:31])(=[O:29])=[O:28])[CH2:7][C:8]1[CH:13]=[CH:12][C:11]([O:14][CH2:15][C:16]2[N:17]=[C:18]([C:22]3[S:23][CH:24]=[CH:25][CH:26]=3)[O:19][C:20]=2[CH3:21])=[CH:10][CH:9]=1)C.O.[OH-].[Li+], predict the reaction product. (5) The product is: [Cl:1][C:2]1[CH:25]=[C:24]([Cl:26])[CH:23]=[CH:22][C:3]=1[CH2:4][N:5]1[C:14]2[C:9](=[CH:10][CH:11]=[C:12]([C:15]([O:17][CH2:18][CH3:19])=[O:16])[CH:13]=2)[N:8]([CH3:29])[C:7](=[O:20])[C:6]1=[O:21]. Given the reactants [Cl:1][C:2]1[CH:25]=[C:24]([Cl:26])[CH:23]=[CH:22][C:3]=1[CH2:4][N:5]1[C:14]2[C:9](=[CH:10][CH:11]=[C:12]([C:15]([O:17][CH2:18][CH3:19])=[O:16])[CH:13]=2)[NH:8][C:7](=[O:20])[C:6]1=[O:21].CI.[C:29](=O)([O-])[O-].[K+].[K+], predict the reaction product.